From a dataset of Catalyst prediction with 721,799 reactions and 888 catalyst types from USPTO. Predict which catalyst facilitates the given reaction. (1) Reactant: [F:1][C:2]1[CH:3]=[C:4]2[C:9](=[C:10]([CH:12]=[C:13]([C:19](=O)[CH3:20])[C:14]([O:16][CH2:17][CH3:18])=[O:15])[CH:11]=1)[O:8][C:7]([CH3:22])=[CH:6][C:5]2=[O:23].[NH2:24][C:25]([C:29]([F:32])([F:31])[F:30])=[CH:26][C:27]#[N:28].CC(C)([O-])C.[K+]. Product: [C:27]([C:26]1[CH:12]([C:10]2[CH:11]=[C:2]([F:1])[CH:3]=[C:4]3[C:9]=2[O:8][C:7]([CH3:22])=[CH:6][C:5]3=[O:23])[C:13]([C:14]([O:16][CH2:17][CH3:18])=[O:15])=[C:19]([CH3:20])[NH:24][C:25]=1[C:29]([F:32])([F:31])[F:30])#[N:28]. The catalyst class is: 41. (2) Reactant: [CH2:1]([N:3]1[CH:7]=[C:6]([CH:8]([CH:10]2[CH2:15][CH2:14][NH:13][CH2:12][CH2:11]2)[OH:9])[N:5]=[C:4]1[C:16]1[C:25]2[C:20](=[CH:21][CH:22]=[CH:23][CH:24]=2)[CH:19]=[CH:18][CH:17]=1)[CH3:2].[C:26]1(=O)[CH2:29][CH2:28][CH2:27]1.[BH-](OC(C)=O)(OC(C)=O)OC(C)=O.[Na+].C(O)(=O)C. Product: [CH:26]1([N:13]2[CH2:12][CH2:11][CH:10]([CH:8]([C:6]3[N:5]=[C:4]([C:16]4[C:25]5[C:20](=[CH:21][CH:22]=[CH:23][CH:24]=5)[CH:19]=[CH:18][CH:17]=4)[N:3]([CH2:1][CH3:2])[CH:7]=3)[OH:9])[CH2:15][CH2:14]2)[CH2:29][CH2:28][CH2:27]1. The catalyst class is: 2.